The task is: Predict the reactants needed to synthesize the given product.. This data is from Full USPTO retrosynthesis dataset with 1.9M reactions from patents (1976-2016). (1) Given the product [Cl:10][C:8]1[C:7]([N:11]2[CH2:16][CH2:15][N:14]([C:17]3[NH:18][C:19]4[C:25]([C:26]5[CH:31]=[C:30]([F:32])[C:29]([F:33])=[C:28]([F:34])[CH:27]=5)=[CH:24][C:23]([C:35]([F:38])([F:36])[F:37])=[CH:22][C:20]=4[N:21]=3)[C@H:13]([CH3:39])[CH2:12]2)=[N:6][CH:5]=[C:4]([CH:9]=1)[C:3]([OH:40])=[O:2], predict the reactants needed to synthesize it. The reactants are: C[O:2][C:3](=[O:40])[C:4]1[CH:9]=[C:8]([Cl:10])[C:7]([N:11]2[CH2:16][CH2:15][N:14]([C:17]3[NH:21][C:20]4[CH:22]=[C:23]([C:35]([F:38])([F:37])[F:36])[CH:24]=[C:25]([C:26]5[CH:31]=[C:30]([F:32])[C:29]([F:33])=[C:28]([F:34])[CH:27]=5)[C:19]=4[N:18]=3)[C@H:13]([CH3:39])[CH2:12]2)=[N:6][CH:5]=1.[OH-].[Na+].Cl. (2) Given the product [C:51]([NH:54][C@H:55]([C:16]([NH:18][C@@H:19]1[CH:27]2[C:28](=[O:42])[CH2:29][C@H:30]([C:32]([O:34][CH2:43][C:71]3[CH:70]=[CH:69][CH:68]=[CH:67][CH:72]=3)=[O:33])[CH2:31][N:25]3[C:26]2=[C:22]([CH:23]=[CH:24]3)[CH2:21][CH2:20]1)=[O:17])[C@H:56]([CH2:58][CH3:59])[CH3:57])(=[O:53])[CH3:52], predict the reactants needed to synthesize it. The reactants are: C1C2C(CO[C:16]([NH:18][C@@H:19]3[CH:27]4[C:28](=[O:42])[CH2:29][C@H:30]([C:32]([O:34]CC5C=CC=CC=5)=[O:33])[CH2:31][N:25]5[C:26]4=[C:22]([CH:23]=[CH:24]5)[CH2:21][CH2:20]3)=[O:17])C3C(=CC=CC=3)C=2C=CC=1.[CH2:43](NCC)C.ClCCl.[C:51]([NH:54][C@H:55](C(O)=O)[C@H:56]([CH2:58][CH3:59])[CH3:57])(=[O:53])[CH3:52].C(Cl)CCl.[CH:67]1[CH:68]=[CH:69][C:70]2N(O)N=N[C:71]=2[CH:72]=1. (3) Given the product [C:1]([O:5][C:6](=[O:10])[CH2:7][C:24]([C:21]1[CH:22]=[CH:23][C:18]([CH2:17][C:16]([O:15][CH3:14])=[O:27])=[CH:19][C:20]=1[Cl:26])=[O:25])([CH3:4])([CH3:3])[CH3:2], predict the reactants needed to synthesize it. The reactants are: [C:1]([O:5][C:6](=[O:10])[CH:7]=[N+]=[N-])([CH3:4])([CH3:3])[CH3:2].[Sn](Cl)Cl.[CH3:14][O:15][C:16](=[O:27])[CH2:17][C:18]1[CH:23]=[CH:22][C:21]([CH:24]=[O:25])=[C:20]([Cl:26])[CH:19]=1. (4) Given the product [Cl:1][C:2]1[CH:3]=[CH:4][C:5]([C@H:8]2[C@@H:12]([C:13]3[CH:18]=[CH:17][C:16]([Cl:19])=[CH:15][CH:14]=3)[N:11]([C:20]([N:43]3[CH2:44][CH2:45][N:40]([CH2:39][C:38]([N:37]([CH2:47][CH2:48][O:49][CH3:50])[CH2:36][CH2:35][O:34][CH3:33])=[O:46])[CH2:41][CH2:42]3)=[O:21])[C:10]([C:23]3[S:24][CH:25]=[CH:26][C:27]=3[O:28][CH2:29][CH3:30])=[N:9]2)=[CH:6][CH:7]=1, predict the reactants needed to synthesize it. The reactants are: [Cl:1][C:2]1[CH:7]=[CH:6][C:5]([C@H:8]2[C@@H:12]([C:13]3[CH:18]=[CH:17][C:16]([Cl:19])=[CH:15][CH:14]=3)[N:11]([C:20](Cl)=[O:21])[C:10]([C:23]3[S:24][CH:25]=[CH:26][C:27]=3[O:28][CH2:29][CH3:30])=[N:9]2)=[CH:4][CH:3]=1.Cl.Cl.[CH3:33][O:34][CH2:35][CH2:36][N:37]([CH2:47][CH2:48][O:49][CH3:50])[C:38](=[O:46])[CH2:39][N:40]1[CH2:45][CH2:44][NH:43][CH2:42][CH2:41]1. (5) Given the product [CH2:1]([C:3]([C:23]1[CH:28]=[CH:27][C:26]([O:29][CH2:46][C@H:47]2[O:51][C:50](=[O:52])[CH2:49][CH2:48]2)=[C:25]([CH3:30])[CH:24]=1)([C:6]1[CH:11]=[CH:10][C:9](/[CH:12]=[CH:13]/[C:14]([CH2:18][CH3:19])([OH:17])[CH2:15][CH3:16])=[C:8]([CH2:20][CH2:21][CH3:22])[CH:7]=1)[CH2:4][CH3:5])[CH3:2], predict the reactants needed to synthesize it. The reactants are: [CH2:1]([C:3]([C:23]1[CH:28]=[CH:27][C:26]([OH:29])=[C:25]([CH3:30])[CH:24]=1)([C:6]1[CH:11]=[CH:10][C:9](/[CH:12]=[CH:13]/[C:14]([CH2:18][CH3:19])([OH:17])[CH2:15][CH3:16])=[C:8]([CH2:20][CH2:21][CH3:22])[CH:7]=1)[CH2:4][CH3:5])[CH3:2].C([O-])([O-])=O.[K+].[K+].C1(C)C=CC(S([CH2:46][C@H:47]2[O:51][C:50](=[O:52])[CH2:49][CH2:48]2)(=O)=O)=CC=1.C(OCC)(=O)C. (6) Given the product [Cl:1][C:2]1[CH:7]=[CH:6][C:5]([C:8]2[N:12]([C:13]3[CH:18]=[CH:17][C:16]([S:19]([NH2:22])(=[O:21])=[O:20])=[CH:15][CH:14]=3)[N:11]=[C:10]([CH2:23][Cl:34])[CH:9]=2)=[CH:4][CH:3]=1, predict the reactants needed to synthesize it. The reactants are: [Cl:1][C:2]1[CH:7]=[CH:6][C:5]([C:8]2[N:12]([C:13]3[CH:18]=[CH:17][C:16]([S:19]([NH2:22])(=[O:21])=[O:20])=[CH:15][CH:14]=3)[N:11]=[C:10]([CH2:23]O)[CH:9]=2)=[CH:4][CH:3]=1.C1(C)C=CC(S([Cl:34])(=O)=O)=CC=1.[Cl-].[Li+].C(N(CC)CC)C. (7) Given the product [C:22]([O:14][CH2:13][C@H:12]([C:3]1[C:4]([CH3:11])=[CH:5][C:6]([N+:8]([O-:10])=[O:9])=[CH:7][C:2]=1[Br:1])[OH:15])(=[O:23])[C:24]([CH3:27])([CH3:26])[CH3:25], predict the reactants needed to synthesize it. The reactants are: [Br:1][C:2]1[CH:7]=[C:6]([N+:8]([O-:10])=[O:9])[CH:5]=[C:4]([CH3:11])[C:3]=1[C@H:12]([OH:15])[CH2:13][OH:14].N1C=CC=CC=1.[C:22](Cl)([C:24]([CH3:27])([CH3:26])[CH3:25])=[O:23].C([O-])(O)=O.[Na+].